From a dataset of Forward reaction prediction with 1.9M reactions from USPTO patents (1976-2016). Predict the product of the given reaction. Given the reactants [Cl:1][C:2]1[CH:28]=[N:27][C:5]2[N:6]=[C:7]([N:14]3[CH2:19][CH2:18][N:17](C(OC(C)(C)C)=O)[CH2:16][CH2:15]3)[C:8]3[N:9]([C:10]([CH3:13])=[N:11][N:12]=3)[C:4]=2[CH:3]=1.C(O)(C(F)(F)F)=O, predict the reaction product. The product is: [Cl:1][C:2]1[CH:28]=[N:27][C:5]2[N:6]=[C:7]([N:14]3[CH2:19][CH2:18][NH:17][CH2:16][CH2:15]3)[C:8]3[N:9]([C:10]([CH3:13])=[N:11][N:12]=3)[C:4]=2[CH:3]=1.